From a dataset of Retrosynthesis with 50K atom-mapped reactions and 10 reaction types from USPTO. Predict the reactants needed to synthesize the given product. (1) Given the product CC(C)(C)OC(=O)N1CCC[C@H](NC(=O)c2c[nH]c3c(-c4c(OCC5CC5)ccc5c4OCO5)ncnc23)C1, predict the reactants needed to synthesize it. The reactants are: CC(C)(C)OC(=O)N1CCC[C@H](N)C1.O=C(O)c1c[nH]c2c(-c3c(OCC4CC4)ccc4c3OCO4)ncnc12. (2) Given the product COc1cc(C2CC2)ccc1-c1nccc2c1CCN(S(=O)(=O)Nc1ncns1)C2, predict the reactants needed to synthesize it. The reactants are: COc1cc(C2CC2)ccc1B1OC(C)(C)C(C)(C)O1.O=S(=O)(Nc1ncns1)N1CCc2c(ccnc2Cl)C1. (3) Given the product ClCc1csc(-c2ccc(Cl)c(Cl)c2)n1, predict the reactants needed to synthesize it. The reactants are: NC(=S)c1ccc(Cl)c(Cl)c1.O=C(CCl)CCl. (4) The reactants are: CC(C)(C)CC1NC(C(=O)OC(C)(C)C)C(c2cc(F)cc(Cl)c2)C1(C#N)c1ccc(Cl)cc1F. Given the product O=C(O)C(F)(F)F, predict the reactants needed to synthesize it. (5) The reactants are: Cc1cc(CO)nn1C.O=C(c1cc(C(F)(F)F)cc(C(F)(F)F)c1)N1CCC2(CC1)C(=O)NC(=O)N2c1ccccc1Cl. Given the product Cc1cc(CN2C(=O)N(c3ccccc3Cl)C3(CCN(C(=O)c4cc(C(F)(F)F)cc(C(F)(F)F)c4)CC3)C2=O)nn1C, predict the reactants needed to synthesize it. (6) Given the product CCOC(=O)CN1CCN(c2ccc3c(NC(=O)CC4CCCCC4)c(Cl)ccc3n2)CC1, predict the reactants needed to synthesize it. The reactants are: CCOC(=O)CN1CCNCC1.O=C(CC1CCCCC1)Nc1c(Cl)ccc2nc(Cl)ccc12. (7) Given the product CC(=O)N1C(C)(C)CC(Oc2nc(OC3CC(C)(C)N(O)C(C)(C)C3)nc(N3C(C)(C)CCCC3(C)C)n2)CC1(C)C, predict the reactants needed to synthesize it. The reactants are: CC(=O)N1C(C)(C)CC(O)CC1(C)C.CC1(C)CC(Oc2nc(Cl)nc(N3C(C)(C)CCCC3(C)C)n2)CC(C)(C)N1O. (8) Given the product Cc1cc(N)ccc1Oc1ccnc(Cl)c1, predict the reactants needed to synthesize it. The reactants are: Cc1cc(N)ccc1O.Clc1ccnc(Cl)c1. (9) Given the product O=C(NCc1cccc(OCCCOc2ncn(C(c3ccccc3)(c3ccccc3)c3ccccc3)n2)c1)c1nc2ccccc2c(=O)[nH]1, predict the reactants needed to synthesize it. The reactants are: CCOC(=O)c1nc2ccccc2c(=O)[nH]1.NCc1cccc(OCCCOc2ncn(C(c3ccccc3)(c3ccccc3)c3ccccc3)n2)c1.